This data is from Forward reaction prediction with 1.9M reactions from USPTO patents (1976-2016). The task is: Predict the product of the given reaction. (1) Given the reactants Br[C:2]1[CH:11]=[C:10]2[C:5]([CH:6]=[C:7]([CH3:13])[CH:8]=[C:9]2[OH:12])=[CH:4][CH:3]=1, predict the reaction product. The product is: [CH3:13][C:7]1[CH:8]=[C:9]([OH:12])[C:10]2[C:5]([CH:6]=1)=[CH:4][CH:3]=[CH:2][CH:11]=2. (2) Given the reactants [CH2:1]([O:8][C:9]1[CH:15]=[CH:14][C:12]([NH2:13])=[CH:11][CH:10]=1)[C:2]1[CH:7]=[CH:6][CH:5]=[CH:4][CH:3]=1.[C:16]([OH:24])(=[O:23])[C:17]([CH2:19][C:20](O)=[O:21])=[CH2:18], predict the reaction product. The product is: [CH2:1]([O:8][C:9]1[CH:10]=[CH:11][C:12]([N:13]2[C:20](=[O:21])[CH2:19][CH:17]([C:16]([OH:24])=[O:23])[CH2:18]2)=[CH:14][CH:15]=1)[C:2]1[CH:3]=[CH:4][CH:5]=[CH:6][CH:7]=1. (3) Given the reactants [C:1]1([CH:7]([C:20]2[CH:25]=[CH:24][CH:23]=[CH:22][CH:21]=2)[CH2:8][CH2:9][NH:10][C:11](=[O:19])[C:12]2[CH:17]=[CH:16][C:15]([OH:18])=[N:14][CH:13]=2)[CH:6]=[CH:5][CH:4]=[CH:3][CH:2]=1.Cl[CH2:27][CH:28]([N:30]1[CH2:35][CH2:34][O:33][CH2:32][CH2:31]1)[OH:29], predict the reaction product. The product is: [C:20]1([CH:7]([C:1]2[CH:2]=[CH:3][CH:4]=[CH:5][CH:6]=2)[CH2:8][CH2:9][NH:10][C:11]([C:12]2[CH:17]=[CH:16][C:15](=[O:18])[N:14]([CH2:27][C:28]([N:30]3[CH2:35][CH2:34][O:33][CH2:32][CH2:31]3)=[O:29])[CH:13]=2)=[O:19])[CH:25]=[CH:24][CH:23]=[CH:22][CH:21]=1. (4) Given the reactants O.[NH2:2][NH2:3].[N:4]1([C:10]2[CH:15]=[CH:14][C:13]([NH:16][C:17](=[O:22])[C:18](OC)=[O:19])=[CH:12][CH:11]=2)[CH2:9][CH2:8][O:7][CH2:6][CH2:5]1, predict the reaction product. The product is: [NH:2]([C:18](=[O:19])[C:17]([NH:16][C:13]1[CH:14]=[CH:15][C:10]([N:4]2[CH2:9][CH2:8][O:7][CH2:6][CH2:5]2)=[CH:11][CH:12]=1)=[O:22])[NH2:3]. (5) Given the reactants CC(C)([O-])C.[K+].COP([CH2:13][C:14]([C:16]1[CH:21]=[CH:20][CH:19]=[CH:18][C:17]=1[F:22])=[O:15])(=O)OC.[CH3:23][C@@:24]12[C:32]([CH3:34])([CH3:33])[C@@H:27]([C:28](=O)[C:29]1=[O:30])[CH2:26][C@@H:25]2[O:35][C:36](=[O:38])[CH3:37], predict the reaction product. The product is: [F:22][C:17]1[CH:18]=[CH:19][CH:20]=[CH:21][C:16]=1[C:14](=[O:15])[CH:13]=[C:28]1[C:29](=[O:30])[C@@:24]2([CH3:23])[C:32]([CH3:33])([CH3:34])[C@@H:27]1[CH2:26][C@@H:25]2[O:35][C:36](=[O:38])[CH3:37].